This data is from hERG potassium channel inhibition data for cardiac toxicity prediction from Karim et al.. The task is: Regression/Classification. Given a drug SMILES string, predict its toxicity properties. Task type varies by dataset: regression for continuous values (e.g., LD50, hERG inhibition percentage) or binary classification for toxic/non-toxic outcomes (e.g., AMES mutagenicity, cardiotoxicity, hepatotoxicity). Dataset: herg_karim. (1) The molecule is CCN1CCCC1CNC(=O)c1ccc(Cn2c(Cc3c(Cl)cccc3Cl)nc3ccccc32)cc1. The result is 1 (blocker). (2) The drug is COc1ccc(-c2ncccc2NP(=O)(c2ccccc2)c2ccccc2)cc1. The result is 0 (non-blocker). (3) The result is 1 (blocker). The molecule is O=C(O)c1ccc(Oc2ccc(CN3CCC(N4C(=O)N(C5CCCCC5)C[C@H]4c4ccccc4)CC3)cc2)cc1. (4) The drug is CC1CN(CC2(C(N)=O)CC2)CCN1S(=O)(=O)c1ccc(C(C)(O)C(F)(F)F)cc1. The result is 0 (non-blocker). (5) The molecule is FC(F)Oc1cc(-c2cnn(Cc3cc[nH]n3)c2)ccc1Cl. The result is 1 (blocker). (6) The compound is N#Cc1cccc(C[C@@H](C(=O)O)N2CCC(CN3CCC(Oc4ccc(Cl)c(Cl)c4)CC3)CC2)c1. The result is 0 (non-blocker). (7) The compound is O=C1OCc2cc(CCN3CCN(CCc4ccc5c(c4)COC5=O)CC3)ccc21. The result is 1 (blocker). (8) The molecule is CN1CCCCC(c2ccc(Cl)c(Cl)c2)C1. The result is 0 (non-blocker). (9) The molecule is O=C(CNC(=O)c1cccc(C(F)(F)F)c1)N[C@@H]1CCN([C@H]2CC[C@@](O)(c3cccnc3)CC2)C1. The result is 1 (blocker).